Dataset: Full USPTO retrosynthesis dataset with 1.9M reactions from patents (1976-2016). Task: Predict the reactants needed to synthesize the given product. (1) Given the product [O:19]=[C:16]([CH2:17][CH3:18])[C:20](=[N:12][NH:6][C:5]1[CH:7]=[CH:8][CH:9]=[C:3]([C:2]([F:10])([F:11])[F:1])[CH:4]=1)[C:21]([O:23][CH3:24])=[O:22], predict the reactants needed to synthesize it. The reactants are: [F:1][C:2]([F:11])([F:10])[C:3]1[CH:4]=[C:5]([CH:7]=[CH:8][CH:9]=1)[NH2:6].[N:12]([O-])=O.[Na+].[C:16]([CH2:20][C:21]([O:23][CH3:24])=[O:22])(=[O:19])[CH2:17][CH3:18].C([O-])(=O)C.[Na+]. (2) Given the product [CH3:1][O:2][C:3](=[O:13])[C:4]1[CH:12]=[CH:11][CH:10]=[C:6]([C:7]([NH:27][CH:24]2[CH2:26][CH2:25]2)=[O:9])[CH:5]=1, predict the reactants needed to synthesize it. The reactants are: [CH3:1][O:2][C:3](=[O:13])[C:4]1[CH:12]=[CH:11][CH:10]=[C:6]([C:7]([OH:9])=O)[CH:5]=1.O=S(Cl)Cl.C([O-])([O-])=O.[Na+].[Na+].[CH:24]1([NH2:27])[CH2:26][CH2:25]1. (3) Given the product [C:30]([C:28]1[CH:27]=[C:26]([NH:34][S:35]([CH3:38])(=[O:37])=[O:36])[C:25]([O:39][CH3:40])=[C:24]([NH:23][C:16](=[O:18])[C:15]2[CH:19]=[CH:20][C:21]([CH3:22])=[C:13]([N:11]3[CH:12]=[C:8]([C:5]4[CH:6]=[N:7][C:2]([Cl:1])=[CH:3][CH:4]=4)[N:9]=[N:10]3)[CH:14]=2)[CH:29]=1)([CH3:33])([CH3:31])[CH3:32], predict the reactants needed to synthesize it. The reactants are: [Cl:1][C:2]1[N:7]=[CH:6][C:5]([C:8]2[N:9]=[N:10][N:11]([C:13]3[CH:14]=[C:15]([CH:19]=[CH:20][C:21]=3[CH3:22])[C:16]([OH:18])=O)[CH:12]=2)=[CH:4][CH:3]=1.[NH2:23][C:24]1[C:25]([O:39][CH3:40])=[C:26]([NH:34][S:35]([CH3:38])(=[O:37])=[O:36])[CH:27]=[C:28]([C:30]([CH3:33])([CH3:32])[CH3:31])[CH:29]=1.CCN(C(C)C)C(C)C.CN(C(ON1N=NC2C=CC=NC1=2)=[N+](C)C)C.F[P-](F)(F)(F)(F)F.C1C=CC2N(O)N=NC=2C=1. (4) The reactants are: N([O-])=O.[Na+].[Cl:5][C:6]1[CH:7]=[C:8]([CH:10]=[CH:11][CH:12]=1)[NH2:9].C([O-])(=O)C.[Na+].[CH2:18]([CH:20]([C:26]([CH3:28])=O)[C:21]([O:23][CH2:24][CH3:25])=[O:22])[CH3:19].[OH-].[K+]. Given the product [Cl:5][C:6]1[CH:7]=[C:8]2[C:10]([C:18]([CH3:20])=[CH:19][NH:9]2)=[CH:11][CH:12]=1.[CH2:24]([O:23][C:21]([C:20]1[NH:9][C:8]2[C:28]([CH:26]=1)=[CH:11][CH:12]=[CH:6][CH:7]=2)=[O:22])[CH3:25], predict the reactants needed to synthesize it. (5) Given the product [CH2:18]([N:17]1[C:13]([C:11](=[O:10])[NH:7][CH:4]2[CH2:5][CH2:6][O:1][CH2:2][CH2:3]2)=[C:14]([CH2:20][N:21]2[CH2:22][CH:23]3[CH2:28][N:27]([C:29]([O:31][CH:32]([C:37]([F:39])([F:40])[F:38])[C:33]([F:34])([F:35])[F:36])=[O:30])[CH2:26][CH:24]3[CH2:25]2)[CH:15]=[N:16]1)[CH3:19], predict the reactants needed to synthesize it. The reactants are: [O:1]1[CH2:6][CH2:5][CH:4]([NH2:7])[CH2:3][CH2:2]1.C([O:10][C:11]([C:13]1[N:17]([CH2:18][CH3:19])[N:16]=[CH:15][C:14]=1[CH2:20][N:21]1[CH2:25][CH:24]2[CH2:26][N:27]([C:29]([O:31][CH:32]([C:37]([F:40])([F:39])[F:38])[C:33]([F:36])([F:35])[F:34])=[O:30])[CH2:28][CH:23]2[CH2:22]1)=O)C. (6) Given the product [NH2:1][C:2]1[N:7]=[C:6]([N:8]2[CH2:30][CH2:29][C:11]3([CH2:15][N:14]([C:16]([O:18][CH2:19][C:20]4[CH:25]=[CH:24][CH:23]=[CH:22][CH:21]=4)=[O:17])[C@H:13]([C:26]([O:28][CH2:50][C:51]4[CH:56]=[CH:55][CH:54]=[CH:53][CH:52]=4)=[O:27])[CH2:12]3)[CH2:10][CH2:9]2)[CH:5]=[C:4]([O:31][C@H:32]([C:37]2[CH:42]=[CH:41][C:40]([Br:43])=[CH:39][C:38]=2[N:44]2[CH:48]=[CH:47][C:46]([CH3:49])=[N:45]2)[C:33]([F:35])([F:34])[F:36])[N:3]=1, predict the reactants needed to synthesize it. The reactants are: [NH2:1][C:2]1[N:7]=[C:6]([N:8]2[CH2:30][CH2:29][C:11]3([CH2:15][N:14]([C:16]([O:18][CH2:19][C:20]4[CH:25]=[CH:24][CH:23]=[CH:22][CH:21]=4)=[O:17])[C@H:13]([C:26]([OH:28])=[O:27])[CH2:12]3)[CH2:10][CH2:9]2)[CH:5]=[C:4]([O:31][C@H:32]([C:37]2[CH:42]=[CH:41][C:40]([Br:43])=[CH:39][C:38]=2[N:44]2[CH:48]=[CH:47][C:46]([CH3:49])=[N:45]2)[C:33]([F:36])([F:35])[F:34])[N:3]=1.[CH2:50](Br)[C:51]1[CH:56]=[CH:55][CH:54]=[CH:53][CH:52]=1.C([O-])(O)=O.[Na+].